Dataset: Forward reaction prediction with 1.9M reactions from USPTO patents (1976-2016). Task: Predict the product of the given reaction. (1) Given the reactants [NH2:1][CH:2]1[CH2:7][CH2:6][N:5]([S:8]([CH3:11])(=[O:10])=[O:9])[CH2:4][CH:3]1[OH:12].[NH2:13][C:14]1[C:19]([C:20]([C:22]2[C:27]([O:28][CH3:29])=[CH:26][CH:25]=[C:24]([F:30])[C:23]=2[F:31])=[O:21])=[CH:18][N:17]=[C:16](Cl)[N:15]=1.C(N(C(C)C)CC)(C)C, predict the reaction product. The product is: [NH2:13][C:14]1[C:19]([C:20]([C:22]2[C:27]([O:28][CH3:29])=[CH:26][CH:25]=[C:24]([F:30])[C:23]=2[F:31])=[O:21])=[CH:18][N:17]=[C:16]([NH:1][CH:2]2[CH2:7][CH2:6][N:5]([S:8]([CH3:11])(=[O:10])=[O:9])[CH2:4][CH:3]2[OH:12])[N:15]=1. (2) Given the reactants Cl[C:2]1[N:3]=[CH:4][C:5]([C:8]([O:10]C)=[O:9])=[N:6][CH:7]=1.C([O-])([O-])=O.[K+].[K+].[CH3:18][C:19]1[N:23]=[CH:22][NH:21][N:20]=1.Cl, predict the reaction product. The product is: [CH3:18][C:19]1[N:23]=[CH:22][N:21]([C:2]2[N:3]=[CH:4][C:5]([C:8]([OH:10])=[O:9])=[N:6][CH:7]=2)[N:20]=1. (3) Given the reactants C([O-])([O-])=O.[K+].[K+].[C:7](=[NH:20])([C:14]1[CH:19]=[CH:18][CH:17]=[CH:16][CH:15]=1)[C:8]1[CH:13]=[CH:12][CH:11]=[CH:10][CH:9]=1.[C:21]([C:23]1[CH:30]=[CH:29][C:26]([CH2:27]Br)=[CH:25][CH:24]=1)#[N:22], predict the reaction product. The product is: [C:21]([C:23]1[CH:30]=[CH:29][C:26]([CH2:27][N:20]=[C:7]([C:14]2[CH:15]=[CH:16][CH:17]=[CH:18][CH:19]=2)[C:8]2[CH:13]=[CH:12][CH:11]=[CH:10][CH:9]=2)=[CH:25][CH:24]=1)#[N:22]. (4) Given the reactants [Cl:1][C:2]1[NH:3][C:4]2[C:9]([C:10]=1[CH:11]=[O:12])=[CH:8][CH:7]=[CH:6][CH:5]=2.[CH:13]([C:15]1[CH:20]=[CH:19][C:18](B(O)O)=[CH:17][CH:16]=1)=[CH2:14], predict the reaction product. The product is: [Cl:1][C:2]1[N:3]([C:18]2[CH:19]=[CH:20][C:15]([CH:13]=[CH2:14])=[CH:16][CH:17]=2)[C:4]2[C:9]([C:10]=1[CH:11]=[O:12])=[CH:8][CH:7]=[CH:6][CH:5]=2.